From a dataset of Reaction yield outcomes from USPTO patents with 853,638 reactions. Predict the reaction yield, written as a fraction of the theoretical maximum amount of product (1.0 means a 100% yield; for example, 0.34 means a 34% yield). (1) The reactants are Cl[C:2]1[C:11]2[C:6](=[CH:7][C:8]([O:14][CH3:15])=[C:9]([O:12][CH3:13])[CH:10]=2)[N:5]=[CH:4][CH:3]=1.Cl.[Br:17][C:18]1[CH:19]=[CH:20][C:21]2[O:27][CH2:26][CH2:25][NH:24][CH2:23][C:22]=2[CH:28]=1.C(N(C(C)C)CC)(C)C. The catalyst is CN1C(=O)CCC1. The product is [CH3:13][O:12][C:9]1[CH:10]=[C:11]2[C:6](=[CH:7][C:8]=1[O:14][CH3:15])[N:5]=[CH:4][CH:3]=[C:2]2[N:24]1[CH2:23][C:22]2[CH:28]=[C:18]([Br:17])[CH:19]=[CH:20][C:21]=2[O:27][CH2:26][CH2:25]1. The yield is 0.700. (2) The reactants are [Br:1][C:2]1[CH:3]=[C:4]([CH2:8][CH2:9][NH2:10])[CH:5]=[CH:6][CH:7]=1.N1C(C)=CC=CC=1C.[F:19][C:20]([F:31])([F:30])[C:21](O[C:21](=[O:22])[C:20]([F:31])([F:30])[F:19])=[O:22].O. The catalyst is C(Cl)Cl. The product is [Br:1][C:2]1[CH:3]=[C:4]([CH:5]=[CH:6][CH:7]=1)[CH2:8][CH2:9][NH:10][C:21](=[O:22])[C:20]([F:31])([F:30])[F:19]. The yield is 0.860. (3) The reactants are [NH:1]1[C:5](=[O:6])[CH2:4][N:3]2[C:7](=[O:10])[CH2:8][CH2:9][CH:2]12.CCN(P1(N(C)CCCN1C)=NC(C)(C)C)CC.[CH2:29](Br)[C:30]1[CH:35]=[CH:34][CH:33]=[CH:32][CH:31]=1. The catalyst is CC#N. The product is [CH2:29]([N:1]1[C:5](=[O:6])[CH2:4][N:3]2[C:7](=[O:10])[CH2:8][CH2:9][CH:2]12)[C:30]1[CH:35]=[CH:34][CH:33]=[CH:32][CH:31]=1. The yield is 0.870. (4) The reactants are CO[CH:3](OC)[N:4]([CH3:6])[CH3:5].[CH3:9][O:10][C:11]([O:15][CH3:16])(C)[CH:12]=[O:13].[CH2:17](O)C(C)C. No catalyst specified. The product is [CH3:5][N:4]([CH3:6])/[CH:3]=[CH:17]/[C:12](=[O:13])[CH:11]([O:15][CH3:16])[O:10][CH3:9]. The yield is 0.480. (5) The reactants are [C:1]([C:4]1[C:5](F)=[C:6]([F:22])[C:7]([NH:14][C:15]2[CH:20]=[CH:19][CH:18]=[CH:17][C:16]=2[F:21])=[C:8]([CH:13]=1)[C:9]([O:11][CH3:12])=[O:10])(=O)[CH3:2].[NH2:24][NH2:25]. The catalyst is CN(C=O)C. The product is [CH3:12][O:11][C:9]([C:8]1[C:7]([NH:14][C:15]2[CH:20]=[CH:19][CH:18]=[CH:17][C:16]=2[F:21])=[C:6]([F:22])[C:5]2[C:4](=[C:1]([CH3:2])[NH:24][N:25]=2)[CH:13]=1)=[O:10]. The yield is 0.750. (6) The reactants are [CH3:1][C:2]1[C:10]2[C:9]([CH2:11][C:12]#[N:13])=[N:8][CH:7]=[N:6][C:5]=2[S:4][CH:3]=1.Cl. The catalyst is [Pd].CO. The product is [CH3:1][C:2]1[C:10]2[C:9]([CH2:11][CH2:12][NH2:13])=[N:8][CH:7]=[N:6][C:5]=2[S:4][CH:3]=1. The yield is 0.970.